This data is from NCI-60 drug combinations with 297,098 pairs across 59 cell lines. The task is: Regression. Given two drug SMILES strings and cell line genomic features, predict the synergy score measuring deviation from expected non-interaction effect. Drug 1: COC1=CC(=CC(=C1O)OC)C2C3C(COC3=O)C(C4=CC5=C(C=C24)OCO5)OC6C(C(C7C(O6)COC(O7)C8=CC=CS8)O)O. Drug 2: C1=C(C(=O)NC(=O)N1)F. Cell line: UACC62. Synergy scores: CSS=57.1, Synergy_ZIP=-8.50, Synergy_Bliss=-5.61, Synergy_Loewe=0.787, Synergy_HSA=2.38.